From a dataset of Catalyst prediction with 721,799 reactions and 888 catalyst types from USPTO. Predict which catalyst facilitates the given reaction. (1) Reactant: [Cl:1][C:2]1[CH:7]=[CH:6][C:5]([CH:8]([C:10]2[N:11]=[C:12]([C:28]3[CH:33]=[CH:32][N:31]=[CH:30][CH:29]=3)[S:13][C:14]=2[C:15]2[N:19]=[CH:18][N:17](COCC[Si](C)(C)C)[N:16]=2)[OH:9])=[CH:4][CH:3]=1.C(Cl)Cl.FC(F)(F)C(O)=O.C([O-])(O)=O.[Na+]. Product: [Cl:1][C:2]1[CH:7]=[CH:6][C:5]([CH:8]([C:10]2[N:11]=[C:12]([C:28]3[CH:33]=[CH:32][N:31]=[CH:30][CH:29]=3)[S:13][C:14]=2[C:15]2[N:19]=[CH:18][NH:17][N:16]=2)[OH:9])=[CH:4][CH:3]=1. The catalyst class is: 25. (2) The catalyst class is: 1. Reactant: [C-:1]1(C[OH:7])[CH:5]=[CH:4][CH:3]=[CH:2]1.[CH-:8]1[CH:12]=[CH:11][CH:10]=[CH:9]1.[Fe+2:13].[H-].[Na+].F[C:17]1[CH:18]=[C:19]([CH:22]=[CH:23][C:24]=1[C:25]([F:28])([F:27])[F:26])[C:20]#[N:21]. Product: [C-:8]1([O:7][C:22]2[CH:23]=[C:24]([C:25]([F:28])([F:27])[F:26])[CH:17]=[CH:18][C:19]=2[C:20]#[N:21])[CH:12]=[CH:11][CH:10]=[CH:9]1.[CH-:1]1[CH:5]=[CH:4][CH:3]=[CH:2]1.[Fe+2:13]. (3) Reactant: [Cl-].[Al+3].[Cl-].[Cl-].[CH:5]1[C:10]2[C:11]([O:13][C:14](=[O:15])[C:9]=2[CH:8]=[C:7]2[C:16]([O:18][C:19](=[O:20])[C:6]=12)=[O:17])=[O:12].[CH2:21]([CH:23]([CH2:31][CH2:32][CH2:33][CH3:34])[CH2:24][C:25]1[CH:30]=[CH:29][CH:28]=[CH:27][CH:26]=1)[CH3:22].C(N(CC)[CH:39]([CH3:41])[CH3:40])(C)C.Cl. Product: [CH2:21]([CH:23]([CH2:31][CH2:32][CH2:33][CH3:34])[CH2:24][C:25]1[CH:26]=[CH:27][C:28]([C:19]([C:6]2[CH:5]=[C:10]([C:11]([OH:13])=[O:12])[C:9]([C:14](=[O:15])[C:28]3[CH:27]=[CH:26][C:25]([CH2:24][CH:41]([CH2:39][CH3:40])[CH2:31][CH2:23][CH2:21][CH3:22])=[CH:30][CH:29]=3)=[CH:8][C:7]=2[C:16]([OH:18])=[O:17])=[O:20])=[CH:29][CH:30]=1)[CH3:22]. The catalyst class is: 26. (4) Reactant: [Br:1][C:2]1[CH:10]=[CH:9][C:5]([C:6]([OH:8])=O)=[CH:4][CH:3]=1.C(N(CC)CC)C.[CH:18]([NH:21][CH:22]([CH3:24])[CH3:23])([CH3:20])[CH3:19]. Product: [Br:1][C:2]1[CH:3]=[CH:4][C:5]([C:6]([N:21]([CH:22]([CH3:24])[CH3:23])[CH:18]([CH3:20])[CH3:19])=[O:8])=[CH:9][CH:10]=1. The catalyst class is: 309. (5) Reactant: [N:1]1([C:7]([C@@H:9]([NH:12]C(=O)OC(C)(C)C)[CH2:10][CH3:11])=[O:8])[CH2:6][CH2:5][O:4][CH2:3][CH2:2]1.[ClH:20]. Product: [ClH:20].[NH2:12][C@@H:9]([CH2:10][CH3:11])[C:7]([N:1]1[CH2:2][CH2:3][O:4][CH2:5][CH2:6]1)=[O:8]. The catalyst class is: 158. (6) Reactant: [O:1]=[C:2]([C:8]1[CH:17]=[CH:16][C:15]2[CH2:14][CH2:13][CH2:12][CH2:11][C:10]=2[CH:9]=1)[CH2:3][CH2:4][C:5]([OH:7])=O.[CH2:18]([C:25]1[S:29][C:28]([NH2:30])=[CH:27][C:26]=1[C:31]1[CH:36]=[CH:35][CH:34]=[CH:33][CH:32]=1)[C:19]1[CH:24]=[CH:23][CH:22]=[CH:21][CH:20]=1.CCN=C=NCCCN(C)C.C1C=CC2N(O)N=NC=2C=1. Product: [CH2:18]([C:25]1[S:29][C:28]([NH:30][C:5](=[O:7])[CH2:4][CH2:3][C:2](=[O:1])[C:8]2[CH:17]=[CH:16][C:15]3[CH2:14][CH2:13][CH2:12][CH2:11][C:10]=3[CH:9]=2)=[CH:27][C:26]=1[C:31]1[CH:36]=[CH:35][CH:34]=[CH:33][CH:32]=1)[C:19]1[CH:20]=[CH:21][CH:22]=[CH:23][CH:24]=1. The catalyst class is: 47. (7) Reactant: [F:1][C:2]1[C:10]2[N:9]=[C:8](S(C)(=O)=O)[N:7]([CH2:15][O:16][CH2:17][CH2:18][Si:19]([CH3:22])([CH3:21])[CH3:20])[C:6]=2[CH:5]=[C:4]([F:23])[C:3]=1[I:24].[C:25]([Si:29]1([C:39]([CH3:42])([CH3:41])[CH3:40])[O:34][C@H:33]2[C@H:35]([OH:38])[CH2:36][O:37][C@@H:32]2[CH2:31][O:30]1)([CH3:28])([CH3:27])[CH3:26].O. Product: [C:39]([Si:29]1([C:25]([CH3:28])([CH3:27])[CH3:26])[O:34][C@H:33]2[C@H:35]([O:38][C:8]3[N:7]([CH2:15][O:16][CH2:17][CH2:18][Si:19]([CH3:22])([CH3:21])[CH3:20])[C:6]4[CH:5]=[C:4]([F:23])[C:3]([I:24])=[C:2]([F:1])[C:10]=4[N:9]=3)[CH2:36][O:37][C@@H:32]2[CH2:31][O:30]1)([CH3:42])([CH3:41])[CH3:40]. The catalyst class is: 3. (8) Reactant: C(OC(=O)[C:5]1[CH:10]=[CH:9][C:8]([S:11][CH:12]([C:37]2[CH:42]=[CH:41][C:40]([S:43]([CH3:46])(=[O:45])=[O:44])=[CH:39][CH:38]=2)[CH2:13][C:14]2[CH:19]=[CH:18][CH:17]=[C:16]([C:20]3[CH:21]=[C:22]([C:30]([S:33]([CH3:36])(=[O:35])=[O:34])([CH3:32])[CH3:31])[CH:23]=[C:24]4[C:29]=3[N:28]=[CH:27][CH:26]=[CH:25]4)[CH:15]=2)=[CH:7][CH:6]=1)C.[CH3:48][Mg]Br.C([O:54][CH2:55][CH3:56])(=O)C. Product: [CH3:36][S:33]([C:30]([C:22]1[CH:23]=[C:24]2[C:29](=[C:20]([C:16]3[CH:15]=[C:14]([CH2:13][CH:12]([S:11][C:8]4[CH:7]=[CH:6][C:5]([C:55]([OH:54])([CH3:56])[CH3:48])=[CH:10][CH:9]=4)[C:37]4[CH:38]=[CH:39][C:40]([S:43]([CH3:46])(=[O:44])=[O:45])=[CH:41][CH:42]=4)[CH:19]=[CH:18][CH:17]=3)[CH:21]=1)[N:28]=[CH:27][CH:26]=[CH:25]2)([CH3:32])[CH3:31])(=[O:34])=[O:35]. The catalyst class is: 683. (9) Reactant: [C:1]([C@H:9]1[CH2:14][CH2:13][C@H:12]([C:15]([NH:17][CH2:18][CH2:19][NH:20]C(=O)OC(C)(C)C)=[O:16])[CH2:11][CH2:10]1)(=[O:8])[C:2]1[CH:7]=[CH:6][CH:5]=[CH:4][CH:3]=1.[ClH:28]. Product: [ClH:28].[NH2:20][CH2:19][CH2:18][NH:17][C:15]([C@H:12]1[CH2:11][CH2:10][C@H:9]([C:1](=[O:8])[C:2]2[CH:3]=[CH:4][CH:5]=[CH:6][CH:7]=2)[CH2:14][CH2:13]1)=[O:16]. The catalyst class is: 2.